This data is from NCI-60 drug combinations with 297,098 pairs across 59 cell lines. The task is: Regression. Given two drug SMILES strings and cell line genomic features, predict the synergy score measuring deviation from expected non-interaction effect. Drug 1: CC(C1=C(C=CC(=C1Cl)F)Cl)OC2=C(N=CC(=C2)C3=CN(N=C3)C4CCNCC4)N. Drug 2: CNC(=O)C1=CC=CC=C1SC2=CC3=C(C=C2)C(=NN3)C=CC4=CC=CC=N4. Cell line: K-562. Synergy scores: CSS=54.7, Synergy_ZIP=3.15, Synergy_Bliss=5.12, Synergy_Loewe=-1.40, Synergy_HSA=6.01.